The task is: Predict which catalyst facilitates the given reaction.. This data is from Catalyst prediction with 721,799 reactions and 888 catalyst types from USPTO. (1) Reactant: [S:1]1[CH:5]=[CH:4][C:3]2[C:6]([C:10](=O)[CH2:11][Cl:12])=[CH:7][CH:8]=[CH:9][C:2]1=2.[NH:14]1[CH2:18][CH2:17][NH:16][C:15]1=[S:19].C(O)C. Product: [ClH:12].[S:1]1[CH:5]=[CH:4][C:3]2[C:6]([C:10]3[N:16]4[CH2:17][CH2:18][N:14]=[C:15]4[S:19][CH:11]=3)=[CH:7][CH:8]=[CH:9][C:2]1=2. The catalyst class is: 15. (2) Reactant: [CH3:1][C:2]1[O:6][N:5]=[C:4]([C:7]2[CH:12]=[CH:11][C:10]([NH2:13])=[CH:9][CH:8]=2)[N:3]=1.F[C:15](F)(F)[C:16]([OH:18])=O.C(C1C=CC(N[CH:31]([C:47]2[CH:52]=[C:51]([O:53][CH3:54])[C:50](OC)=C[C:48]=2F)[C:32]2NC(=O)N(C3C=CC=CC=3C(O)=O)[N:33]=2)=CC=1)(=N)N.[C:58](S([O-])(=O)=O)(F)(F)F.C(S([O-])(=O)=O)(F)(F)F.C(S([O-])(=O)=O)(F)(F)F.[Yb+3].C[Si](C#N)(C)C. Product: [CH3:54][O:53][C:51]1[CH:52]=[C:47]([CH:31]([NH:13][C:10]2[CH:11]=[CH:12][C:7]([C:4]3[N:3]=[C:2]([CH3:1])[O:6][N:5]=3)=[CH:8][CH:9]=2)[C:32]#[N:33])[CH:48]=[C:15]([CH2:16][O:18][CH3:58])[CH:50]=1. The catalyst class is: 4. (3) Reactant: CN(C)C=O.[F:6][C:7]([F:17])([F:16])[C:8]([N:10]=[C:11]1[NH:15][CH2:14][CH2:13][S:12]1)=[O:9].[Cl:18][C:19]1[CH:24]=[CH:23][C:22]([CH2:25]Cl)=[CH:21][N:20]=1.C(=O)([O-])[O-].[K+].[K+]. Product: [Cl:18][C:19]1[N:20]=[CH:21][C:22]([CH2:25][N:15]2[CH2:14][CH2:13][S:12][C:11]2=[N:10][C:8](=[O:9])[C:7]([F:6])([F:16])[F:17])=[CH:23][CH:24]=1. The catalyst class is: 7. (4) Reactant: [N+:1]([C:4]1[CH:5]=[C:6]2[C:10](=[CH:11][CH:12]=1)[N:9]([CH:13]1[CH2:18][CH2:17][CH2:16][CH2:15][O:14]1)[N:8]=[C:7]2[C:19]1[NH:23][C:22]2[CH:24]=[C:25]([CH2:28][N:29]3[CH2:34][CH2:33][O:32][CH2:31][CH2:30]3)[CH:26]=[CH:27][C:21]=2[N:20]=1)([O-])=O.[H][H]. Product: [O:32]1[CH2:33][CH2:34][N:29]([CH2:28][C:25]2[CH:26]=[CH:27][C:21]3[N:20]=[C:19]([C:7]4[C:6]5[C:10](=[CH:11][CH:12]=[C:4]([NH2:1])[CH:5]=5)[N:9]([CH:13]5[CH2:18][CH2:17][CH2:16][CH2:15][O:14]5)[N:8]=4)[NH:23][C:22]=3[CH:24]=2)[CH2:30][CH2:31]1. The catalyst class is: 29. (5) Reactant: [F:1][C:2]([F:14])([F:13])[O:3][C:4]1[CH:11]=[C:8]([CH:9]=O)[C:7]([OH:12])=[CH:6][CH:5]=1.CC1(C)O[C:21](=[O:22])[CH2:20][C:18](=[O:19])[O:17]1. Product: [F:1][C:2]([F:14])([F:13])[O:3][C:4]1[CH:11]=[C:8]2[C:7](=[CH:6][CH:5]=1)[O:12][C:21](=[O:22])[C:20]([C:18]([OH:19])=[O:17])=[CH:9]2. The catalyst class is: 6. (6) Reactant: CN(C)[CH:3]=[CH:4][C:5]([C:7]1[C:8]([CH3:16])=[C:9]([C:13]([NH2:15])=[O:14])[NH:10][C:11]=1[CH3:12])=O.[N+]([O-])(O)=O.[F:22][C:23]1[CH:28]=[CH:27][C:26]([NH:29][C:30]([NH2:32])=[NH:31])=[CH:25][CH:24]=1.C([O-])([O-])=O.[K+].[K+]. Product: [F:22][C:23]1[CH:24]=[CH:25][C:26]([NH:29][C:30]2[N:32]=[C:5]([C:7]3[C:8]([CH3:16])=[C:9]([C:13]([NH2:15])=[O:14])[NH:10][C:11]=3[CH3:12])[CH:4]=[CH:3][N:31]=2)=[CH:27][CH:28]=1. The catalyst class is: 141. (7) Reactant: [Si]([O:8][C@H:9]1[CH2:13][N:12]([C:14]([O:16][C:17]([CH3:20])([CH3:19])[CH3:18])=[O:15])[CH:11]([C:21]2[CH:26]=[C:25]([F:27])[CH:24]=[CH:23][C:22]=2[F:28])[CH2:10]1)(C(C)(C)C)(C)C.CCCC[N+](CCCC)(CCCC)CCCC.[F-]. Product: [F:28][C:22]1[CH:23]=[CH:24][C:25]([F:27])=[CH:26][C:21]=1[CH:11]1[CH2:10][C@@H:9]([OH:8])[CH2:13][N:12]1[C:14]([O:16][C:17]([CH3:20])([CH3:19])[CH3:18])=[O:15]. The catalyst class is: 1. (8) Reactant: N1([C@@H](C)[C@@H](C)[OH:12])C2C=CC=CC=2N=C1.[C:15]1([P:21]([C:28]2[CH:33]=[CH:32][CH:31]=[CH:30][CH:29]=2)[C:22]2[CH:27]=[CH:26][CH:25]=[CH:24][CH:23]=2)[CH:20]=[CH:19][CH:18]=[CH:17][CH:16]=1.[N+:34]([C:37]1[CH:45]=[CH:44][C:40]([C:41]([OH:43])=[O:42])=[CH:39][CH:38]=1)([O-:36])=[O:35].N(C(OCC)=O)=NC(OCC)=O. Product: [N+:34]([C:37]1[CH:38]=[CH:39][C:40]([C:41]([O-:43])=[O:42])=[CH:44][CH:45]=1)([O-:36])=[O:35].[C:28]1([P:21](=[O:12])([C:15]2[CH:16]=[CH:17][CH:18]=[CH:19][CH:20]=2)[C:22]2[CH:27]=[CH:26][CH:25]=[CH:24][CH:23]=2)[CH:29]=[CH:30][CH:31]=[CH:32][CH:33]=1. The catalyst class is: 1.